From a dataset of Full USPTO retrosynthesis dataset with 1.9M reactions from patents (1976-2016). Predict the reactants needed to synthesize the given product. (1) Given the product [C:27]([C:9]1[CH:8]=[C:7]([C:10]2[CH:15]=[C:14]([C:16]([F:19])([F:17])[F:18])[CH:13]=[CH:12][C:11]=2[CH2:20][CH2:21][C:22]([OH:24])=[O:23])[CH:6]=[CH:5][CH:4]=1)#[N:28], predict the reactants needed to synthesize it. The reactants are: C(S[C:4]1[CH:9]=[CH:8][C:7]([C:10]2[CH:15]=[C:14]([C:16]([F:19])([F:18])[F:17])[CH:13]=[CH:12][C:11]=2[CH2:20][CH2:21][C:22]([O:24]C)=[O:23])=[C:6](C)[CH:5]=1)C.[C:27](C1C=C(B(O)O)C=CC=1)#[N:28]. (2) Given the product [Br:1][C:2]1[C:10]([F:11])=[CH:9][CH:8]=[C:7]([N+:17]([O-:19])=[O:18])[C:3]=1[C:4]([OH:6])=[O:5], predict the reactants needed to synthesize it. The reactants are: [Br:1][C:2]1[C:10]([F:11])=[CH:9][CH:8]=[CH:7][C:3]=1[C:4]([OH:6])=[O:5].OS(O)(=O)=O.[N+:17]([O-])([OH:19])=[O:18]. (3) Given the product [I:28][C:29]1[C:37]2[C:32](=[CH:33][CH:34]=[C:35]([C:38]3[O:42][C:41]([NH:8][CH:12]([CH3:13])[CH3:11])=[N:40][N:39]=3)[CH:36]=2)[N:31]([S:44]([C:47]2[CH:48]=[CH:49][C:50]([CH3:51])=[CH:52][CH:53]=2)(=[O:45])=[O:46])[CH:30]=1, predict the reactants needed to synthesize it. The reactants are: F[P-](F)(F)(F)(F)F.[N:8]1(O[P+](N(C)C)(N(C)C)N(C)C)[C:12]2[CH:13]=CC=C[C:11]=2N=N1.[I:28][C:29]1[C:37]2[C:32](=[CH:33][CH:34]=[C:35]([C:38]3[O:42][C:41](=O)[NH:40][N:39]=3)[CH:36]=2)[N:31]([S:44]([C:47]2[CH:53]=[CH:52][C:50]([CH3:51])=[CH:49][CH:48]=2)(=[O:46])=[O:45])[CH:30]=1.CC(N)C.C(N(C(C)C)CC)(C)C. (4) Given the product [F:32][C:5]([F:4])([F:31])[C:6]1[N:10]2[N:11]=[C:12]([N:15]3[CH2:20][CH2:19][CH:18]([C:21]4[CH:30]=[CH:29][C:24]([C:25]([OH:27])=[O:26])=[CH:23][CH:22]=4)[CH2:17][CH2:16]3)[CH:13]=[CH:14][C:9]2=[N:8][N:7]=1, predict the reactants needed to synthesize it. The reactants are: O.[OH-].[Li+].[F:4][C:5]([F:32])([F:31])[C:6]1[N:10]2[N:11]=[C:12]([N:15]3[CH2:20][CH2:19][CH:18]([C:21]4[CH:30]=[CH:29][C:24]([C:25]([O:27]C)=[O:26])=[CH:23][CH:22]=4)[CH2:17][CH2:16]3)[CH:13]=[CH:14][C:9]2=[N:8][N:7]=1. (5) Given the product [F:17][C:18]1[CH:23]=[CH:22][CH:21]=[C:20]([N+:24]([O-:26])=[O:25])[C:19]=1[N:6]1[CH2:7][CH2:8][CH2:9][CH:5]1[C:3]([O:2][CH3:1])=[O:4], predict the reactants needed to synthesize it. The reactants are: [CH3:1][O:2][C:3]([CH:5]1[CH2:9][CH2:8][CH2:7][NH:6]1)=[O:4].C(N(CC)CC)C.[F:17][C:18]1[CH:23]=[CH:22][CH:21]=[C:20]([N+:24]([O-:26])=[O:25])[C:19]=1F.